Dataset: Retrosynthesis with 50K atom-mapped reactions and 10 reaction types from USPTO. Task: Predict the reactants needed to synthesize the given product. (1) Given the product O=C(CN1CCCC(c2ccccc2)(c2ccccc2)C1=O)N1CCN(C(c2ccc(F)cc2)c2ccc(F)cc2)CC1, predict the reactants needed to synthesize it. The reactants are: Fc1ccc(C(c2ccc(F)cc2)N2CCNCC2)cc1.O=C(O)CN1CCCC(c2ccccc2)(c2ccccc2)C1=O. (2) Given the product CCN(C(=O)c1ccc(Cl)cc1)[C@@H]1CCN(C(=O)C2CCN(C(C)=O)CC2)C[C@H]1c1ccc(Cl)c(Cl)c1, predict the reactants needed to synthesize it. The reactants are: CC(=O)N1CCC(C(=O)O)CC1.CCN(C(=O)c1ccc(Cl)cc1)[C@@H]1CCNC[C@H]1c1ccc(Cl)c(Cl)c1. (3) Given the product CCCN(CCC)CC1CCc2ccc(NCC)cc21, predict the reactants needed to synthesize it. The reactants are: CCCN(CCC)CC1CCc2ccc(NC(C)=O)cc21. (4) Given the product COc1cc(C)c(NC(=O)CN(CCc2ccc(SC(C)(C)C(=O)OC(C)(C)C)cc2)Cc2ccco2)cc1C, predict the reactants needed to synthesize it. The reactants are: CC(C)(C)OC(=O)C(C)(C)Sc1ccc(CCN(CC(=O)O)Cc2ccco2)cc1.COc1cc(C)c(N)cc1C. (5) Given the product C[Si](C)(C)C#Cc1ccc(OC(F)(F)F)cc1, predict the reactants needed to synthesize it. The reactants are: C#C[Si](C)(C)C.FC(F)(F)Oc1ccc(I)cc1. (6) Given the product COc1cc(Br)c(Cl)cc1-n1c(=O)cc(C)c2cc(SCc3ccccc3)ccc21, predict the reactants needed to synthesize it. The reactants are: CCOC(=O)/C=C(/C)c1cc(SCc2ccccc2)ccc1Nc1cc(Cl)c(Br)cc1OC. (7) Given the product COc1ccc(C2(c3nnc4ncc(-c5ccc(N6CCCC6=O)cc5)nn34)CC2)cc1, predict the reactants needed to synthesize it. The reactants are: COc1ccc(C2(c3nnc4ncc(-c5ccc(Br)cc5)nn34)CC2)cc1.O=C1CCCN1. (8) Given the product O=C(CCc1c[nH]c2ccccc12)NCCCCCNc1c2c(nc3ccccc13)CCCC2, predict the reactants needed to synthesize it. The reactants are: NCCCCCNc1c2c(nc3ccccc13)CCCC2.O=C(O)CCc1c[nH]c2ccccc12. (9) Given the product COc1cccc(Nc2cc(C)nc(-c3ccccn3)n2)c1OC, predict the reactants needed to synthesize it. The reactants are: COc1cccc(N)c1OC.Cc1cc(Cl)nc(-c2ccccn2)n1.